From a dataset of Human liver microsome stability data. Regression/Classification. Given a drug SMILES string, predict its absorption, distribution, metabolism, or excretion properties. Task type varies by dataset: regression for continuous measurements (e.g., permeability, clearance, half-life) or binary classification for categorical outcomes (e.g., BBB penetration, CYP inhibition). Dataset: hlm. (1) The molecule is N=C(N)NOCCNC(=O)Cn1c(Cl)cnc(NCC(F)(F)c2ccccc2)c1=O. The result is 1 (stable in human liver microsomes). (2) The result is 1 (stable in human liver microsomes). The molecule is COc1ccc(C2CCN(C(=O)Oc3cccc(N4CCS(=O)(=O)CC4)c3)CC2)cc1. (3) The drug is C=CC[C@@H]1/C=C(\C)C[C@H](C)C[C@H](OC)[C@H]2O[C@@](O)(C(=O)C(=O)N3CCCC[C@H]3C(=O)O[C@H](/C(C)=C/[C@@H]3CC[C@@H](O)[C@H](OC)C3)[C@H](C)[C@@H](O)CC1=O)[C@H](C)C[C@@H]2OC. The result is 0 (unstable in human liver microsomes). (4) The drug is CC(C)(C)c1ccc(C(=O)N[C@@H]2CC[C@@]3(O)[C@H]4Cc5ccc(O)c6c5[C@@]3(CCN4CC3CC3)[C@H]2O6)cc1.O=C(O)C(=O)O. The result is 0 (unstable in human liver microsomes). (5) The molecule is C#CCN1CCN(C(c2ccc(F)cc2)c2nnnn2Cc2ccccc2)CC1. The result is 1 (stable in human liver microsomes). (6) The compound is CCc1nc(N)nc(N)c1-c1ccc2c(c1)N(CCC(=O)OC)CCC2. The result is 1 (stable in human liver microsomes). (7) The molecule is CNCC1(c2ccc(-c3ccccc3)cc2)CCCCC1. The result is 0 (unstable in human liver microsomes).